From a dataset of Forward reaction prediction with 1.9M reactions from USPTO patents (1976-2016). Predict the product of the given reaction. (1) Given the reactants [CH3:1][NH2:2].CS(O[CH2:8][CH2:9][CH2:10][CH2:11][CH2:12][CH2:13][CH2:14][CH2:15]/[CH:16]=[CH:17]\[CH2:18]/[CH:19]=[CH:20]\[CH2:21][CH2:22][CH2:23][CH2:24][CH3:25])(=O)=O, predict the reaction product. The product is: [CH3:1][NH:2][CH2:8][CH2:9][CH2:10][CH2:11][CH2:12][CH2:13][CH2:14][CH2:15]/[CH:16]=[CH:17]\[CH2:18]/[CH:19]=[CH:20]\[CH2:21][CH2:22][CH2:23][CH2:24][CH3:25]. (2) Given the reactants [CH3:1][C:2]1[N:7]([CH2:8][CH2:9][C:10]2[CH:19]=[CH:18][C:13]([C:14]([O:16][CH3:17])=[O:15])=[CH:12][CH:11]=2)[C:6](=[O:20])[CH:5]=[CH:4][CH:3]=1.C1C(=O)N([Br:28])C(=O)C1.O.C(OCC)(=O)C, predict the reaction product. The product is: [Br:28][C:5]1[C:6](=[O:20])[N:7]([CH2:8][CH2:9][C:10]2[CH:11]=[CH:12][C:13]([C:14]([O:16][CH3:17])=[O:15])=[CH:18][CH:19]=2)[C:2]([CH3:1])=[CH:3][CH:4]=1.